From a dataset of Full USPTO retrosynthesis dataset with 1.9M reactions from patents (1976-2016). Predict the reactants needed to synthesize the given product. Given the product [CH3:24][S:25]([O:23][CH2:22][CH2:21][CH2:20][C:13]1[C:14]2[C:19](=[CH:18][CH:17]=[CH:16][CH:15]=2)[N:11]([CH2:10][CH2:9][O:8][Si:1]([C:4]([CH3:7])([CH3:6])[CH3:5])([CH3:3])[CH3:2])[CH:12]=1)(=[O:27])=[O:26], predict the reactants needed to synthesize it. The reactants are: [Si:1]([O:8][CH2:9][CH2:10][N:11]1[C:19]2[C:14](=[CH:15][CH:16]=[CH:17][CH:18]=2)[C:13]([CH2:20][CH2:21][CH2:22][OH:23])=[CH:12]1)([C:4]([CH3:7])([CH3:6])[CH3:5])([CH3:3])[CH3:2].[CH3:24][S:25](Br)(=[O:27])=[O:26].C(N(CC)CC)C.